Dataset: TCR-epitope binding with 47,182 pairs between 192 epitopes and 23,139 TCRs. Task: Binary Classification. Given a T-cell receptor sequence (or CDR3 region) and an epitope sequence, predict whether binding occurs between them. Result: 1 (the TCR binds to the epitope). The epitope is FVDGVPFVV. The TCR CDR3 sequence is CASSEAQGGYEQYF.